From a dataset of Full USPTO retrosynthesis dataset with 1.9M reactions from patents (1976-2016). Predict the reactants needed to synthesize the given product. (1) Given the product [CH3:20][N:19]([CH3:21])[CH2:18][CH2:17][O:16][C:5]1[C:6]2[NH:7][C:8]3[C:13](=[CH:12][C:11]([F:15])=[CH:10][CH:9]=3)[C:14]=2[C:2]([C:30]#[N:31])=[C:3]2[C:28]3[CH:27]=[C:26]([F:29])[CH:25]=[CH:24][C:23]=3[NH:22][C:4]=12, predict the reactants needed to synthesize it. The reactants are: Br[C:2]1[C:14]2[C:13]3[C:8](=[CH:9][CH:10]=[C:11]([F:15])[CH:12]=3)[NH:7][C:6]=2[C:5]([O:16][CH2:17][CH2:18][N:19]([CH3:21])[CH3:20])=[C:4]2[NH:22][C:23]3[CH:24]=[CH:25][C:26]([F:29])=[CH:27][C:28]=3[C:3]=12.[CH3:30][N:31](C=O)C. (2) Given the product [CH3:22][N:23]1[CH2:28][CH2:27][N:26]([C:10]2[CH:5]=[CH:6][C:7]([NH:11][C:12]3[S:13][C:14]([C:17]4[CH:21]=[CH:20][S:19][CH:18]=4)=[CH:15][N:16]=3)=[CH:8][CH:9]=2)[CH2:25][CH2:24]1, predict the reactants needed to synthesize it. The reactants are: CN(C[C:5]1[CH:6]=[C:7]([NH:11][C:12]2[S:13][C:14]([C:17]3[CH:21]=[CH:20][S:19][CH:18]=3)=[CH:15][N:16]=2)[CH:8]=[CH:9][CH:10]=1)C.[CH3:22][N:23]1[CH2:28][CH2:27][N:26](C2C=CC(NC(N)=S)=CC=2)[CH2:25][CH2:24]1. (3) Given the product [CH3:26][N:27]1[CH2:32][CH2:31][N:30]([CH2:33][C:34]2[CH:35]=[CH:36][C:37]([NH:40][C:23]([C:20]3[CH:21]=[CH:22][C:13]([C:3]4[C:4]([Cl:12])=[C:5]([O:10][CH3:11])[CH:6]=[C:7]([O:8][CH3:9])[C:2]=4[Cl:1])=[C:14]4[C:19]=3[N:18]=[CH:17][CH:16]=[CH:15]4)=[O:24])=[N:38][CH:39]=2)[CH2:29][CH2:28]1, predict the reactants needed to synthesize it. The reactants are: [Cl:1][C:2]1[C:7]([O:8][CH3:9])=[CH:6][C:5]([O:10][CH3:11])=[C:4]([Cl:12])[C:3]=1[C:13]1[CH:22]=[CH:21][C:20]([C:23](O)=[O:24])=[C:19]2[C:14]=1[CH:15]=[CH:16][CH:17]=[N:18]2.[CH3:26][N:27]1[CH2:32][CH2:31][N:30]([CH2:33][C:34]2[CH:35]=[CH:36][C:37]([NH:40]C(C3C4N=CC=NC=4C(C4C(Cl)=C(OC)C=C(OC)C=4Cl)=CC=3)=O)=[N:38][CH:39]=2)[CH2:29][CH2:28]1. (4) Given the product [C:1]([O:5][C:6]([N:8]([C:24]([O:23][C:20]([CH3:22])([CH3:21])[CH3:19])=[O:25])[C@:9]1([C:14]([O:16][CH2:17][CH3:18])=[O:15])[CH2:11][C@H:10]1[CH:12]=[CH2:13])=[O:7])([CH3:4])([CH3:2])[CH3:3], predict the reactants needed to synthesize it. The reactants are: [C:1]([O:5][C:6]([NH:8][C@:9]1([C:14]([O:16][CH2:17][CH3:18])=[O:15])[CH2:11][C@H:10]1[CH:12]=[CH2:13])=[O:7])([CH3:4])([CH3:3])[CH3:2].[CH3:19][C:20]([O:23][C:24](O[C:24]([O:23][C:20]([CH3:22])([CH3:21])[CH3:19])=[O:25])=[O:25])([CH3:22])[CH3:21]. (5) Given the product [O:6]=[C:5]1[CH2:10][CH2:11][C:2]([C:12]2[CH:13]=[CH:14][C:15]3[O:20][CH2:19][C:18](=[O:21])[NH:17][C:16]=3[CH:22]=2)=[CH:3][CH2:4]1, predict the reactants needed to synthesize it. The reactants are: O[C:2]1([C:12]2[CH:13]=[CH:14][C:15]3[O:20][CH2:19][C:18](=[O:21])[NH:17][C:16]=3[CH:22]=2)[CH2:11][CH2:10][C:5]2(OCC[O:6]2)[CH2:4][CH2:3]1. (6) The reactants are: F[C:2]1[CH:20]=[CH:19][C:5]([C:6]([N:8]([CH2:14][C:15]([F:18])([F:17])[F:16])[CH2:9][C:10]([F:13])([F:12])[F:11])=[O:7])=[CH:4][C:3]=1[N+:21]([O-:23])=[O:22].[NH2:24][CH2:25][CH:26]1[CH2:31][O:30][CH2:29][CH2:28][N:27]1[C:32]([O:34][C:35]([CH3:38])([CH3:37])[CH3:36])=[O:33]. Given the product [F:11][C:10]([F:13])([F:12])[CH2:9][N:8]([CH2:14][C:15]([F:17])([F:18])[F:16])[C:6]([C:5]1[CH:19]=[CH:20][C:2]([NH:24][CH2:25][CH:26]2[CH2:31][O:30][CH2:29][CH2:28][N:27]2[C:32]([O:34][C:35]([CH3:38])([CH3:37])[CH3:36])=[O:33])=[C:3]([N+:21]([O-:23])=[O:22])[CH:4]=1)=[O:7], predict the reactants needed to synthesize it. (7) Given the product [CH3:1][O:2][C:3](=[O:40])[C@H:4]([NH:20][C:21]([C:23]1[CH:24]=[C:25]([C:30]2[CH:31]=[CH:32][C:33]([C:36]([F:39])([F:38])[F:37])=[CH:34][CH:35]=2)[CH:26]=[CH:27][C:28]=1[NH:29][C:41](=[O:45])[CH:42]([CH3:44])[CH3:43])=[O:22])[CH2:5][C:6]1[CH:11]=[CH:10][C:9]([C:12]2[CH:17]=[CH:16][C:15]([F:18])=[C:14]([Cl:19])[CH:13]=2)=[CH:8][CH:7]=1, predict the reactants needed to synthesize it. The reactants are: [CH3:1][O:2][C:3](=[O:40])[C@H:4]([NH:20][C:21]([C:23]1[CH:24]=[C:25]([C:30]2[CH:35]=[CH:34][C:33]([C:36]([F:39])([F:38])[F:37])=[CH:32][CH:31]=2)[CH:26]=[CH:27][C:28]=1[NH2:29])=[O:22])[CH2:5][C:6]1[CH:11]=[CH:10][C:9]([C:12]2[CH:17]=[CH:16][C:15]([F:18])=[C:14]([Cl:19])[CH:13]=2)=[CH:8][CH:7]=1.[C:41](Cl)(=[O:45])[CH:42]([CH3:44])[CH3:43]. (8) Given the product [CH3:29][O:30][C:31]1[CH:32]=[C:33]([CH:57]=[C:58]([O:60][CH3:61])[CH:59]=1)[CH2:34][N:35]1[C:44]2[C:39](=[CH:40][CH:41]=[CH:42][C:43]=2[CH2:45][CH2:46][C:47]2[CH:56]=[CH:55][C:50]([C:51]([OH:53])=[O:52])=[CH:49][CH:48]=2)[CH2:38][CH2:37][CH2:36]1, predict the reactants needed to synthesize it. The reactants are: FC1C=C(C=CC=1)CN1C2C(=CC=CC=2CCC2C=CC(C(O)=O)=CC=2)CC1.[CH3:29][O:30][C:31]1[CH:32]=[C:33]([CH:57]=[C:58]([O:60][CH3:61])[CH:59]=1)[CH2:34][N:35]1[C:44]2[C:39](=[CH:40][CH:41]=[CH:42][C:43]=2[CH2:45][CH2:46][C:47]2[CH:56]=[CH:55][C:50]([C:51]([O:53]C)=[O:52])=[CH:49][CH:48]=2)[CH2:38][CH2:37][CH2:36]1.[Li+].[OH-]. (9) Given the product [Cl:1][C:2]1[CH:3]=[C:4]([C@@H:12]([CH2:16][CH:17]2[CH2:21][CH2:20][CH2:19][CH2:18]2)[C:13]([NH:39][C:36]2[CH:35]=[N:34][C:33]([CH:29]3[O:30][CH2:31][CH2:32][O:28]3)=[CH:38][N:37]=2)=[O:15])[CH:5]=[CH:6][C:7]=1[S:8]([CH3:11])(=[O:9])=[O:10], predict the reactants needed to synthesize it. The reactants are: [Cl:1][C:2]1[CH:3]=[C:4]([C@@H:12]([CH2:16][CH:17]2[CH2:21][CH2:20][CH2:19][CH2:18]2)[C:13]([OH:15])=O)[CH:5]=[CH:6][C:7]=1[S:8]([CH3:11])(=[O:10])=[O:9].C(Cl)(=O)C(Cl)=O.[O:28]1[CH2:32][CH2:31][O:30][CH:29]1[C:33]1[N:34]=[CH:35][C:36]([NH2:39])=[N:37][CH:38]=1.N1C=CC=CC=1.